Dataset: Peptide-MHC class I binding affinity with 185,985 pairs from IEDB/IMGT. Task: Regression. Given a peptide amino acid sequence and an MHC pseudo amino acid sequence, predict their binding affinity value. This is MHC class I binding data. The peptide sequence is FVNYNFTLV. The MHC is Mamu-A02 with pseudo-sequence Mamu-A02. The binding affinity (normalized) is 0.184.